From a dataset of Forward reaction prediction with 1.9M reactions from USPTO patents (1976-2016). Predict the product of the given reaction. (1) Given the reactants [F:1][C:2]1[CH:3]=[CH:4][C:5](=[N:18]S(C2C=CC(C)=CC=2)(=O)=O)[N:6]([CH:8]([C:12]2[CH:17]=[CH:16][CH:15]=[CH:14][CH:13]=2)[C:9]([NH2:11])=O)[CH:7]=1.[F:29][C:30]([F:41])([F:40])[C:31](O[C:31](=[O:32])[C:30]([F:41])([F:40])[F:29])=[O:32], predict the reaction product. The product is: [F:29][C:30]([F:41])([F:40])[C:31]([NH:11][C:9]1[N:18]=[C:5]2[CH:4]=[CH:3][C:2]([F:1])=[CH:7][N:6]2[C:8]=1[C:12]1[CH:13]=[CH:14][CH:15]=[CH:16][CH:17]=1)=[O:32]. (2) The product is: [NH2:15][C:16]1[C:25]([O:26][CH3:27])=[CH:24][C:19]([C:20]([O:22][CH3:23])=[O:21])=[C:18]([F:28])[C:17]=1[C:29]#[CH:30]. Given the reactants NC1C=CC(C(OC)=O)=C(Cl)C=1C#C.[NH2:15][C:16]1[C:25]([O:26][CH3:27])=[CH:24][C:19]([C:20]([O:22][CH3:23])=[O:21])=[C:18]([F:28])[C:17]=1[C:29]#[C:30][Si](C)(C)C, predict the reaction product. (3) Given the reactants [N:1]1[CH:6]=[CH:5][C:4]([NH2:7])=[C:3]([NH2:8])[CH:2]=1.[CH3:9][C:10]([CH:12]=O)=O.C(OCC)(=O)C, predict the reaction product. The product is: [CH3:12][C:10]1[N:8]=[C:3]2[CH:2]=[N:1][CH:6]=[CH:5][C:4]2=[N:7][CH:9]=1. (4) Given the reactants [Br:1][C:2]1[C:3](=[O:8])[O:4][CH2:5][C:6]=1Br.[F:9][C:10]([F:21])([F:20])[C:11]1[CH:16]=[CH:15][C:14](B(O)O)=[CH:13][CH:12]=1.[F-].[Cs+], predict the reaction product. The product is: [Br:1][C:2]1[C:3](=[O:8])[O:4][CH2:5][C:6]=1[C:14]1[CH:15]=[CH:16][C:11]([C:10]([F:21])([F:20])[F:9])=[CH:12][CH:13]=1. (5) Given the reactants [OH:1][C:2]1[C:11]2[C:6](=[CH:7][CH:8]=[CH:9][CH:10]=2)[N:5]=[CH:4][CH:3]=1.[Cl:12]N1C(=O)CCC1=O, predict the reaction product. The product is: [Cl:12][C:3]1[C:2](=[O:1])[C:11]2[C:6](=[CH:7][CH:8]=[CH:9][CH:10]=2)[NH:5][CH:4]=1.